From a dataset of TCR-epitope binding with 47,182 pairs between 192 epitopes and 23,139 TCRs. Binary Classification. Given a T-cell receptor sequence (or CDR3 region) and an epitope sequence, predict whether binding occurs between them. (1) The epitope is KLPDDFTGCV. The TCR CDR3 sequence is CASSGVDRGGYNEQFF. Result: 1 (the TCR binds to the epitope). (2) The epitope is IPSINVHHY. The TCR CDR3 sequence is CASSGTGDFEQYF. Result: 0 (the TCR does not bind to the epitope). (3) The epitope is CLGGLLTMV. The TCR CDR3 sequence is CASSFPGSGELFF. Result: 0 (the TCR does not bind to the epitope). (4) The epitope is SLFNTVATLY. The TCR CDR3 sequence is CSARHLSGIEQFF. Result: 1 (the TCR binds to the epitope). (5) The epitope is IQYIDIGNY. The TCR CDR3 sequence is CASSVYRGSEQYF. Result: 1 (the TCR binds to the epitope). (6) The epitope is TPGPGVRYPL. The TCR CDR3 sequence is CASTRQGAEAQHF. Result: 0 (the TCR does not bind to the epitope). (7) The epitope is CLGGLLTMV. The TCR CDR3 sequence is CASSQDRWLSGQPQHF. Result: 0 (the TCR does not bind to the epitope). (8) The epitope is AIMTRCLAV. The TCR CDR3 sequence is CASSPIGQETQYF. Result: 0 (the TCR does not bind to the epitope). (9) The epitope is KMQRMLLEK. The TCR CDR3 sequence is CASSQDLGLVAFF. Result: 0 (the TCR does not bind to the epitope). (10) The epitope is IVTDFSVIK. The TCR CDR3 sequence is CASSLGQGPYEQYF. Result: 1 (the TCR binds to the epitope).